Task: Predict the reactants needed to synthesize the given product.. Dataset: Full USPTO retrosynthesis dataset with 1.9M reactions from patents (1976-2016) Given the product [Cl:38][C:39]1[CH:44]=[CH:43][C:42]([OH:45])=[C:41]([C:46]2[CH:50]=[CH:49][N:48]([C:13]([C:12]3[CH:16]=[CH:17][CH:18]=[C:10]([S:7]([N:4]4[CH2:3][CH2:2][O:1][CH2:6][CH2:5]4)(=[O:8])=[O:9])[CH:11]=3)=[O:15])[N:47]=2)[CH:40]=1, predict the reactants needed to synthesize it. The reactants are: [O:1]1[CH2:6][CH2:5][N:4]([S:7]([C:10]2[CH:11]=[C:12]([CH:16]=[CH:17][CH:18]=2)[C:13]([OH:15])=O)(=[O:9])=[O:8])[CH2:3][CH2:2]1.N1(O)C2C=CC=CC=2N=N1.C(Cl)CCl.C(=O)(O)[O-].[Na+].[Cl:38][C:39]1[CH:44]=[CH:43][C:42]([OH:45])=[C:41]([C:46]2[CH:50]=[CH:49][NH:48][N:47]=2)[CH:40]=1.